This data is from Catalyst prediction with 721,799 reactions and 888 catalyst types from USPTO. The task is: Predict which catalyst facilitates the given reaction. (1) Reactant: [C:1]([C:3]1[CH:8]=[CH:7][C:6]([OH:9])=[C:5]([O:10][CH3:11])[CH:4]=1)#[N:2].[CH3:12][C:13](O)([CH:15]([CH3:17])[CH3:16])[CH3:14].S(=O)(=O)(O)[OH:20].Cl. Product: [CH3:12][C:13]([NH:2][C:1](=[O:20])[C:3]1[CH:8]=[CH:7][C:6]([OH:9])=[C:5]([O:10][CH3:11])[CH:4]=1)([CH3:14])[CH:15]([CH3:17])[CH3:16]. The catalyst class is: 211. (2) Reactant: Br[C:2]1[S:3][CH:4]=[C:5]([Br:7])[N:6]=1.CN(C=O)C.[CH3:13][C@H:14]1[O:19][C@@H:18]([CH3:20])[CH2:17][NH:16][CH2:15]1.CCN(C(C)C)C(C)C. Product: [Br:7][C:5]1[N:6]=[C:2]([N:16]2[CH2:15][C@H:14]([CH3:13])[O:19][C@H:18]([CH3:20])[CH2:17]2)[S:3][CH:4]=1. The catalyst class is: 6. (3) Reactant: [H-].[Al+3].[Li+].[H-].[H-].[H-].[NH:7]1[CH:11]=[C:10]([CH2:12][CH2:13][C:14](OC)=[O:15])[N:9]=[CH:8]1.O.[OH-].[Na+]. Product: [NH:9]1[C:10]([CH2:12][CH2:13][CH2:14][OH:15])=[CH:11][N:7]=[CH:8]1. The catalyst class is: 7. (4) Reactant: [CH3:1][C:2](=[CH2:11])[CH:3]([C:5]1[CH:6]=[N:7][CH:8]=[CH:9][CH:10]=1)[OH:4].[CH2:12]([Zn]CC)C.ICI.[Cl-].[NH4+]. Product: [CH3:11][C:2]1([CH:3]([C:5]2[CH:6]=[N:7][CH:8]=[CH:9][CH:10]=2)[OH:4])[CH2:12][CH2:1]1. The catalyst class is: 46. (5) Reactant: Br[C:2]1[C:3]([O:8][C:9]2[CH:14]=[CH:13][C:12]([NH:15][C:16]3[NH:20][C:19]4[CH:21]=[CH:22][CH:23]=[CH:24][C:18]=4[N:17]=3)=[CH:11][CH:10]=2)=[N:4][CH:5]=[CH:6][CH:7]=1.[O:25]1[CH2:30][CH:29]=[C:28](B2OC(C)(C)C(C)(C)O2)[CH2:27][CH2:26]1.C([O-])(=O)C.[K+]. Product: [O:25]1[CH2:26][CH:27]=[C:28]([C:2]2[C:3]([O:8][C:9]3[CH:14]=[CH:13][C:12]([NH:15][C:16]4[NH:17][C:18]5[CH:24]=[CH:23][CH:22]=[CH:21][C:19]=5[N:20]=4)=[CH:11][CH:10]=3)=[N:4][CH:5]=[CH:6][CH:7]=2)[CH2:29][CH2:30]1. The catalyst class is: 47. (6) Reactant: [CH3:1][C:2]1([CH3:14])[C:6]([CH3:8])([CH3:7])[O:5][B:4]([C:9]2[CH:10]=[N:11][NH:12][CH:13]=2)[O:3]1.C(=O)([O-])[O-].[Cs+].[Cs+].I[CH:22]1[CH2:25][N:24]([C:26]([O:28][C:29]([CH3:32])([CH3:31])[CH3:30])=[O:27])[CH2:23]1. Product: [CH3:1][C:2]1([CH3:14])[C:6]([CH3:7])([CH3:8])[O:5][B:4]([C:9]2[CH:13]=[N:12][N:11]([CH:22]3[CH2:23][N:24]([C:26]([O:28][C:29]([CH3:32])([CH3:31])[CH3:30])=[O:27])[CH2:25]3)[CH:10]=2)[O:3]1. The catalyst class is: 10.